From a dataset of Forward reaction prediction with 1.9M reactions from USPTO patents (1976-2016). Predict the product of the given reaction. (1) The product is: [C:1]([O:5][C:6](=[O:28])[NH:7][C:8]1[S:9][C:10]2[CH:16]=[C:15]([CH2:17][OH:18])[CH:14]=[C:13]([C:19]3[CH:24]=[CH:23][CH:22]=[C:21]([N+:25]([O-:27])=[O:26])[CH:20]=3)[C:11]=2[N:12]=1)([CH3:4])([CH3:2])[CH3:3]. Given the reactants [C:1]([O:5][C:6](=[O:28])[NH:7][C:8]1[S:9][C:10]2[CH:16]=[C:15]([CH:17]=[O:18])[CH:14]=[C:13]([C:19]3[CH:24]=[CH:23][CH:22]=[C:21]([N+:25]([O-:27])=[O:26])[CH:20]=3)[C:11]=2[N:12]=1)([CH3:4])([CH3:3])[CH3:2].[BH4-].[Na+], predict the reaction product. (2) Given the reactants [CH2:1]([O:8][CH2:9][C:10](Cl)=[O:11])[C:2]1[CH:7]=[CH:6][CH:5]=[CH:4][CH:3]=1.[CH3:13][O:14][C:15](=[O:26])[CH:16]([O:18][C:19]1[CH:24]=[CH:23][C:22]([NH2:25])=[CH:21][CH:20]=1)[CH3:17].C(N(CC)CC)C, predict the reaction product. The product is: [CH3:13][O:14][C:15](=[O:26])[CH:16]([O:18][C:19]1[CH:24]=[CH:23][C:22]([NH:25][C:10](=[O:11])[CH2:9][O:8][CH2:1][C:2]2[CH:7]=[CH:6][CH:5]=[CH:4][CH:3]=2)=[CH:21][CH:20]=1)[CH3:17]. (3) Given the reactants OC(C)(C)[C@@H:3]([NH:11][C:12](=[O:18])[O:13][C:14]([CH3:17])([CH3:16])C)[C:4]1[CH:9]=[CH:8][CH:7]=[CH:6][C:5]=1[CH3:10].CC(C)([O-])C.[K+].CCOC(C)=O, predict the reaction product. The product is: [CH3:17][C:14]1([CH3:16])[O:13][C:12](=[O:18])[NH:11][C@H:3]1[C:4]1[CH:9]=[CH:8][CH:7]=[CH:6][C:5]=1[CH3:10]. (4) The product is: [CH2:22]([O:14][C:5]1[C:4]([N+:1]([O-:3])=[O:2])=[CH:11][C:8]([CH:9]=[O:10])=[CH:7][C:6]=1[O:12][CH3:13])[CH3:23]. Given the reactants [N+:1]([C:4]1[C:5]([OH:14])=[C:6]([O:12][CH3:13])[CH:7]=[C:8]([CH:11]=1)[CH:9]=[O:10])([O-:3])=[O:2].C([O-])([O-])=O.[K+].[K+].Br[CH2:22][CH3:23].O, predict the reaction product.